Dataset: TCR-epitope binding with 47,182 pairs between 192 epitopes and 23,139 TCRs. Task: Binary Classification. Given a T-cell receptor sequence (or CDR3 region) and an epitope sequence, predict whether binding occurs between them. (1) The epitope is SEVGPEHSLAEY. The TCR CDR3 sequence is CASSTRSSYEQYF. Result: 0 (the TCR does not bind to the epitope). (2) The epitope is AVFDRKSDAK. The TCR CDR3 sequence is CASSPTSAAGELFF. Result: 1 (the TCR binds to the epitope). (3) The epitope is RIFTIGTVTLK. The TCR CDR3 sequence is CASSYFVGNNEQFF. Result: 1 (the TCR binds to the epitope). (4) The epitope is VLQAVGACV. The TCR CDR3 sequence is CASSPGLALMNEQFF. Result: 0 (the TCR does not bind to the epitope). (5) The TCR CDR3 sequence is CATSGPGDTEAFF. The epitope is KEIDRLNEV. Result: 0 (the TCR does not bind to the epitope).